Dataset: Full USPTO retrosynthesis dataset with 1.9M reactions from patents (1976-2016). Task: Predict the reactants needed to synthesize the given product. (1) Given the product [C:9]([N:1]1[CH2:6][CH2:5][CH2:4][CH:3]([CH2:7][OH:8])[CH2:2]1)([O:11][C:12]([CH3:15])([CH3:14])[CH3:13])=[O:10], predict the reactants needed to synthesize it. The reactants are: [NH:1]1[CH2:6][CH2:5][CH2:4][CH:3]([CH2:7][OH:8])[CH2:2]1.[C:9](O[C:9]([O:11][C:12]([CH3:15])([CH3:14])[CH3:13])=[O:10])([O:11][C:12]([CH3:15])([CH3:14])[CH3:13])=[O:10].C(OCC)(=O)C. (2) Given the product [Si:1]([O:8][C@@H:9]1[C@H:13]([CH2:14][O:15][Si:16]([C:19]([CH3:22])([CH3:21])[CH3:20])([CH3:17])[CH3:18])[CH2:12][C@@H:11]([O:23][C:31]2[CH:30]=[CH:29][N:28]=[C:27]([NH2:26])[C:32]=2[N+:33]([O-:35])=[O:34])[CH2:10]1)([C:4]([CH3:7])([CH3:6])[CH3:5])([CH3:3])[CH3:2], predict the reactants needed to synthesize it. The reactants are: [Si:1]([O:8][C@@H:9]1[C@H:13]([CH2:14][O:15][Si:16]([C:19]([CH3:22])([CH3:21])[CH3:20])([CH3:18])[CH3:17])[CH2:12][C@@H:11]([OH:23])[CH2:10]1)([C:4]([CH3:7])([CH3:6])[CH3:5])([CH3:3])[CH3:2].[H-].[Na+].[NH2:26][C:27]1[C:32]([N+:33]([O-:35])=[O:34])=[C:31](Cl)[CH:30]=[CH:29][N:28]=1. (3) Given the product [CH:1]1([CH2:6][CH:7]([C:11]2[CH:16]=[CH:15][C:14]([S:17]([CH3:20])(=[O:19])=[O:18])=[CH:13][CH:12]=2)[C:8]([NH:26][C:27]2[S:28][CH:29]=[CH:30][N:31]=2)=[O:10])[CH2:2][CH2:3][CH2:4][CH2:5]1, predict the reactants needed to synthesize it. The reactants are: [CH:1]1([CH2:6][CH:7]([C:11]2[CH:16]=[CH:15][C:14]([S:17]([CH3:20])(=[O:19])=[O:18])=[CH:13][CH:12]=2)[C:8]([OH:10])=O)[CH2:5][CH2:4][CH2:3][CH2:2]1.CN(C=O)C.[NH2:26][C:27]1[S:28][CH:29]=[CH:30][N:31]=1. (4) Given the product [Cl:1][C:2]1[CH:3]=[C:4]2[C:12](=[CH:13][CH:14]=1)[NH:11][C:10]1[CH:9]([NH2:22])[CH2:8][CH2:7][CH2:6][C:5]2=1, predict the reactants needed to synthesize it. The reactants are: [Cl:1][C:2]1[CH:3]=[C:4]2[C:12](=[CH:13][CH:14]=1)[NH:11][C:10]1[C:9](=O)[CH2:8][CH2:7][CH2:6][C:5]2=1.C([O-])(=O)C.[NH4+].C([BH3-])#[N:22].[Na+].Cl. (5) The reactants are: CO[C:3](=[O:17])[C:4]([C:6]1[C:14]2[C:9]3=[C:10]([CH2:15][CH2:16][N:8]3[CH:7]=1)[CH:11]=[CH:12][CH:13]=2)=O.[NH:18]1[C:26]2[C:21](=[CH:22][CH:23]=[CH:24][CH:25]=2)[C:20]([CH2:27][C:28]([NH2:30])=[O:29])=[CH:19]1.CC(C)([O-])C.[K+].Cl. Given the product [C:6]1([C:4]2[C:3](=[O:17])[NH:30][C:28](=[O:29])[C:27]=2[C:20]2[C:21]3[C:26](=[CH:25][CH:24]=[CH:23][CH:22]=3)[NH:18][CH:19]=2)[C:14]2[C:9]3=[C:10]([CH2:15][CH2:16][N:8]3[CH:7]=1)[CH:11]=[CH:12][CH:13]=2, predict the reactants needed to synthesize it.